From a dataset of Reaction yield outcomes from USPTO patents with 853,638 reactions. Predict the reaction yield, written as a fraction of the theoretical maximum amount of product (1.0 means a 100% yield; for example, 0.34 means a 34% yield). (1) The reactants are [Li+].[OH-].[C:3]([O:7][C:8]([NH:10][C@@H:11]([CH2:16][C:17]1[CH:18]=[N:19][C:20]([C:23]([F:26])([F:25])[F:24])=[CH:21][CH:22]=1)[C:12]([O:14]C)=[O:13])=[O:9])([CH3:6])([CH3:5])[CH3:4]. No catalyst specified. The product is [C:3]([O:7][C:8]([NH:10][C@@H:11]([CH2:16][C:17]1[CH:18]=[N:19][C:20]([C:23]([F:26])([F:24])[F:25])=[CH:21][CH:22]=1)[C:12]([OH:14])=[O:13])=[O:9])([CH3:6])([CH3:4])[CH3:5]. The yield is 0.660. (2) The reactants are [Cl:1][C:2]1[CH:7]=[CH:6][C:5]([C:8]2[N:13]=[C:12]3[CH2:14][CH2:15][CH2:16][C:11]3=[C:10]([NH:17][C:18]3[CH:23]=[CH:22][C:21]([CH2:24][C:25](OCC)=[O:26])=[CH:20][CH:19]=3)[CH:9]=2)=[CH:4][CH:3]=1.NC1C=CC(CCO)=CC=1. No catalyst specified. The product is [ClH:1].[Cl:1][C:2]1[CH:3]=[CH:4][C:5]([C:8]2[N:13]=[C:12]3[CH2:14][CH2:15][CH2:16][C:11]3=[C:10]([NH:17][C:18]3[CH:19]=[CH:20][C:21]([CH2:24][CH2:25][OH:26])=[CH:22][CH:23]=3)[CH:9]=2)=[CH:6][CH:7]=1. The yield is 0.300.